Dataset: Forward reaction prediction with 1.9M reactions from USPTO patents (1976-2016). Task: Predict the product of the given reaction. (1) Given the reactants Cl[C:2]1[O:3][C:4]([N:9]2[CH2:14][CH2:13][O:12][CH2:11][CH2:10]2)=[CH:5][C:6](=[O:8])[CH:7]=1.[CH:15]1[C:25]2[CH2:24][CH2:23][C:22]3[CH:26]=[CH:27][CH:28]=[CH:29][C:21]=3[S:20][C:19]=2[C:18](B2OC(C)(C)C(C)(C)O2)=[CH:17][CH:16]=1.C(=O)([O-])[O-].[K+].[K+].N#N, predict the reaction product. The product is: [CH:15]1[C:25]2[CH2:24][CH2:23][C:22]3[CH:26]=[CH:27][CH:28]=[CH:29][C:21]=3[S:20][C:19]=2[C:18]([C:2]2[O:3][C:4]([N:9]3[CH2:14][CH2:13][O:12][CH2:11][CH2:10]3)=[CH:5][C:6](=[O:8])[CH:7]=2)=[CH:17][CH:16]=1. (2) Given the reactants [CH3:1][Si:2]([CH3:12])([CH3:11])[C:3]1[CH:4]=[CH:5][C:6]([CH3:10])=[C:7]([OH:9])[CH:8]=1.CC(C)([O-])C.[K+].Br[C:20]1[O:24][C:23]([C:25]([O:27][CH3:28])=[O:26])=[CH:22][CH:21]=1.Cl, predict the reaction product. The product is: [CH3:10][C:6]1[CH:5]=[CH:4][C:3]([Si:2]([CH3:11])([CH3:12])[CH3:1])=[CH:8][C:7]=1[O:9][C:20]1[O:24][C:23]([C:25]([O:27][CH3:28])=[O:26])=[CH:22][CH:21]=1. (3) Given the reactants [OH:1][C@H:2]1[CH2:7][CH2:6][C@H:5]2[C@H:8]3[C@H:17]([CH2:18][CH2:19][C@:3]12[CH3:4])[C:16]1[CH:15]=[CH:14][C:13]([O:20][CH3:21])=[CH:12][C:11]=1[CH2:10][C@H:9]3[CH2:22][CH:23]=[CH:24][CH2:25][CH2:26][CH2:27][CH2:28][CH2:29][CH2:30][CH:31]([CH2:37][CH2:38][CH2:39][C:40]([F:46])([F:45])[C:41]([F:44])([F:43])[F:42])[C:32]([O:34][CH2:35][CH3:36])=[O:33], predict the reaction product. The product is: [OH:1][C@H:2]1[CH2:7][CH2:6][C@H:5]2[C@H:8]3[C@H:17]([CH2:18][CH2:19][C@:3]12[CH3:4])[C:16]1[CH:15]=[CH:14][C:13]([O:20][CH3:21])=[CH:12][C:11]=1[CH2:10][C@H:9]3[CH2:22][CH2:23][CH2:24][CH2:25][CH2:26][CH2:27][CH2:28][CH2:29][CH2:30][CH:31]([CH2:37][CH2:38][CH2:39][C:40]([F:45])([F:46])[C:41]([F:42])([F:43])[F:44])[C:32]([O:34][CH2:35][CH3:36])=[O:33]. (4) Given the reactants [NH2:1][C:2]1[N:7]=[C:6]([NH:8][CH2:9][C:10]([NH:12][C:13]2[CH:18]=[CH:17][CH:16]=[C:15]([C:19]([F:22])([F:21])[F:20])[CH:14]=2)=[O:11])[C:5]([CH:23]=[O:24])=[C:4](Cl)[N:3]=1.CCN(C(C)C)C(C)C.[CH3:35][S-:36].[Na+], predict the reaction product. The product is: [NH2:1][C:2]1[N:7]=[C:6]([NH:8][CH2:9][C:10]([NH:12][C:13]2[CH:18]=[CH:17][CH:16]=[C:15]([C:19]([F:22])([F:21])[F:20])[CH:14]=2)=[O:11])[C:5]([CH:23]=[O:24])=[C:4]([S:36][CH3:35])[N:3]=1.